Regression. Given two drug SMILES strings and cell line genomic features, predict the synergy score measuring deviation from expected non-interaction effect. From a dataset of NCI-60 drug combinations with 297,098 pairs across 59 cell lines. (1) Drug 1: CN1CCC(CC1)COC2=C(C=C3C(=C2)N=CN=C3NC4=C(C=C(C=C4)Br)F)OC. Synergy scores: CSS=10.7, Synergy_ZIP=5.29, Synergy_Bliss=12.6, Synergy_Loewe=5.10, Synergy_HSA=7.90. Drug 2: C1CCN(CC1)CCOC2=CC=C(C=C2)C(=O)C3=C(SC4=C3C=CC(=C4)O)C5=CC=C(C=C5)O. Cell line: HT29. (2) Drug 1: CC1=CC2C(CCC3(C2CCC3(C(=O)C)OC(=O)C)C)C4(C1=CC(=O)CC4)C. Drug 2: C1CNP(=O)(OC1)N(CCCl)CCCl. Cell line: MDA-MB-435. Synergy scores: CSS=-5.61, Synergy_ZIP=1.62, Synergy_Bliss=-4.60, Synergy_Loewe=-9.01, Synergy_HSA=-9.56. (3) Drug 1: COC1=NC(=NC2=C1N=CN2C3C(C(C(O3)CO)O)O)N. Synergy scores: CSS=-3.34, Synergy_ZIP=3.11, Synergy_Bliss=1.98, Synergy_Loewe=0.0734, Synergy_HSA=-2.39. Drug 2: COCCOC1=C(C=C2C(=C1)C(=NC=N2)NC3=CC=CC(=C3)C#C)OCCOC.Cl. Cell line: BT-549. (4) Synergy scores: CSS=39.6, Synergy_ZIP=8.52, Synergy_Bliss=7.84, Synergy_Loewe=-13.1, Synergy_HSA=5.46. Drug 2: C1=CC(=C2C(=C1NCCNCCO)C(=O)C3=C(C=CC(=C3C2=O)O)O)NCCNCCO. Cell line: MDA-MB-231. Drug 1: CNC(=O)C1=CC=CC=C1SC2=CC3=C(C=C2)C(=NN3)C=CC4=CC=CC=N4.